From a dataset of Reaction yield outcomes from USPTO patents with 853,638 reactions. Predict the reaction yield, written as a fraction of the theoretical maximum amount of product (1.0 means a 100% yield; for example, 0.34 means a 34% yield). (1) The reactants are [C:1]1([C@@H:7]2[CH2:9][C@H:8]2[NH:10][CH2:11][CH:12]2[CH2:18][CH2:17][CH2:16][N:15](C(OC(C)(C)C)=O)[CH2:14][CH2:13]2)[CH:6]=[CH:5][CH:4]=[CH:3][CH:2]=1.Cl.O1CCOCC1. The catalyst is C(Cl)(Cl)Cl. The product is [NH:15]1[CH2:16][CH2:17][CH2:18][CH:12]([CH2:11][NH:10][C@@H:8]2[CH2:9][C@H:7]2[C:1]2[CH:2]=[CH:3][CH:4]=[CH:5][CH:6]=2)[CH2:13][CH2:14]1. The yield is 0.590. (2) The reactants are [Br:1][C:2]1[NH:3][C:4]2[C:9]([C:10]=1[C:11]([O:13][CH3:14])=[O:12])=[CH:8][CH:7]=[CH:6][CH:5]=2.[H-].[Na+].Br[CH:18]([C:20]1[CH:25]=[CH:24][CH:23]=[CH:22][CH:21]=1)[CH3:19]. The catalyst is CN(C)C=O.O. The product is [Br:1][C:2]1[N:3]([CH:18]([C:20]2[CH:25]=[CH:24][CH:23]=[CH:22][CH:21]=2)[CH3:19])[C:4]2[C:9]([C:10]=1[C:11]([O:13][CH3:14])=[O:12])=[CH:8][CH:7]=[CH:6][CH:5]=2. The yield is 0.750. (3) The reactants are Br[C:2]1[CH:11]=[C:10]2[C:5]([CH:6]=[CH:7][CH:8]=[N:9]2)=[CH:4][CH:3]=1.CNCCNC.[CH3:18][S:19]([O-:21])=[O:20].[Na+]. The catalyst is CS(C)=O.FC(F)(F)S([O-])(=O)=O.[Cu+]. The product is [CH3:18][S:19]([C:2]1[CH:11]=[C:10]2[C:5]([CH:6]=[CH:7][CH:8]=[N:9]2)=[CH:4][CH:3]=1)(=[O:21])=[O:20]. The yield is 0.600. (4) The reactants are [F:1][C:2]1[CH:3]=[C:4]([C:12]([C:14]2[CH:19]=[CH:18][C:17]([F:20])=[CH:16][CH:15]=2)=O)[CH:5]=[C:6]([C:8]([F:11])([F:10])[F:9])[CH:7]=1.Cl.[NH2:22][OH:23]. The catalyst is N1C=CC=CC=1. The product is [F:1][C:2]1[CH:3]=[C:4]([C:12]([C:14]2[CH:19]=[CH:18][C:17]([F:20])=[CH:16][CH:15]=2)=[N:22][OH:23])[CH:5]=[C:6]([C:8]([F:11])([F:10])[F:9])[CH:7]=1. The yield is 1.00. (5) The reactants are [OH-].[Na+].C[O:4][C:5](=[O:25])[CH2:6][CH2:7][CH2:8][CH2:9][CH2:10][CH2:11][C:12]1[NH:13][C:14]([C:17]2[CH:22]=[CH:21][CH:20]=[CH:19][C:18]=2[O:23][CH3:24])=[CH:15][N:16]=1.Cl. The catalyst is O.CO. The product is [CH3:24][O:23][C:18]1[CH:19]=[CH:20][CH:21]=[CH:22][C:17]=1[C:14]1[NH:13][C:12]([CH2:11][CH2:10][CH2:9][CH2:8][CH2:7][CH2:6][C:5]([OH:25])=[O:4])=[N:16][CH:15]=1. The yield is 0.770. (6) The reactants are [Cl:1][C:2]1[CH:3]=[C:4]([OH:11])[CH:5]=[C:6]([F:10])[C:7]=1[CH2:8][OH:9].[CH3:12][O:13][CH2:14][CH2:15][CH2:16]OS(C1C=CC(C)=CC=1)(=O)=O. No catalyst specified. The product is [Cl:1][C:2]1[CH:3]=[C:4]([O:11][CH2:16][CH2:15][CH2:14][O:13][CH3:12])[CH:5]=[C:6]([F:10])[C:7]=1[CH2:8][OH:9]. The yield is 0.900.